From a dataset of Catalyst prediction with 721,799 reactions and 888 catalyst types from USPTO. Predict which catalyst facilitates the given reaction. Reactant: [Br:1][C:2]1[C:10]2[C:5](=[N:6][CH:7]=[CH:8][CH:9]=2)[NH:4][CH:3]=1.[H-].[Na+].O.[C:14]1([S:20](Cl)(=[O:22])=[O:21])[CH:19]=[CH:18][CH:17]=[CH:16][CH:15]=1. Product: [Br:1][C:2]1[C:10]2[C:5](=[N:6][CH:7]=[CH:8][CH:9]=2)[N:4]([S:20]([C:14]2[CH:19]=[CH:18][CH:17]=[CH:16][CH:15]=2)(=[O:22])=[O:21])[CH:3]=1. The catalyst class is: 9.